This data is from Catalyst prediction with 721,799 reactions and 888 catalyst types from USPTO. The task is: Predict which catalyst facilitates the given reaction. (1) The catalyst class is: 2. Reactant: C(O)(=O)CCC(O)=O.[Cl:9][C:10]1[CH:20]=[CH:19][C:13]2[CH2:14][CH2:15][NH:16][CH2:17][CH2:18][C:12]=2[C:11]=1[S:21][CH:22]([C:24]1[CH:29]=[CH:28][CH:27]=[CH:26][C:25]=1[C:30]#[N:31])[CH3:23].N1C=CC=CC=1.[C:38]([O:42][C:43](O[C:43]([O:42][C:38]([CH3:41])([CH3:40])[CH3:39])=[O:44])=[O:44])([CH3:41])([CH3:40])[CH3:39]. Product: [C:38]([O:42][C:43]([N:16]1[CH2:17][CH2:18][C:12]2[C:11]([S:21][CH:22]([C:24]3[CH:29]=[CH:28][CH:27]=[CH:26][C:25]=3[C:30]#[N:31])[CH3:23])=[C:10]([Cl:9])[CH:20]=[CH:19][C:13]=2[CH2:14][CH2:15]1)=[O:44])([CH3:41])([CH3:40])[CH3:39]. (2) Reactant: [C:1]([O:5][C:6](=[O:14])[CH2:7]P(OC)(OC)=O)([CH3:4])([CH3:3])[CH3:2].[Li]CCCC.[Br:20][C:21]1[CH:22]=[C:23]([C:27](=O)[CH3:28])[CH:24]=[CH:25][CH:26]=1. Product: [C:1]([O:5][C:6](=[O:14])/[CH:7]=[C:27](/[C:23]1[CH:24]=[CH:25][CH:26]=[C:21]([Br:20])[CH:22]=1)\[CH3:28])([CH3:4])([CH3:3])[CH3:2]. The catalyst class is: 1.